The task is: Predict the product of the given reaction.. This data is from Forward reaction prediction with 1.9M reactions from USPTO patents (1976-2016). The product is: [Cl:8][C:7]1[C:2]([N:25]([CH2:24][C:20]2[CH:19]=[CH:18][C:17]3[C:22](=[CH:23][N:15]([CH2:13][CH3:14])[N:16]=3)[CH:21]=2)[S:26]([C:29]2[CH:30]=[CH:31][C:32]([C:33]([O:35][CH3:36])=[O:34])=[CH:37][CH:38]=2)(=[O:28])=[O:27])=[N:3][CH:4]=[C:5]([C:9]([F:12])([F:11])[F:10])[CH:6]=1. Given the reactants Cl[C:2]1[C:7]([Cl:8])=[CH:6][C:5]([C:9]([F:12])([F:11])[F:10])=[CH:4][N:3]=1.[CH2:13]([N:15]1[CH:23]=[C:22]2[C:17]([CH:18]=[CH:19][C:20]([CH2:24][NH:25][S:26]([C:29]3[CH:38]=[CH:37][C:32]([C:33]([O:35][CH3:36])=[O:34])=[CH:31][CH:30]=3)(=[O:28])=[O:27])=[CH:21]2)=[N:16]1)[CH3:14], predict the reaction product.